From a dataset of Full USPTO retrosynthesis dataset with 1.9M reactions from patents (1976-2016). Predict the reactants needed to synthesize the given product. (1) Given the product [O:6]=[C:2]1[N:3]([S:14]([Cl:17])(=[O:16])=[O:15])[CH2:4][CH2:5][O:1]1, predict the reactants needed to synthesize it. The reactants are: [O:1]1[CH2:5][CH2:4][NH:3][C:2]1=[O:6].C(N(CC)CC)C.[S:14](Cl)([Cl:17])(=[O:16])=[O:15]. (2) Given the product [C:23]1([C:19]2[CH:18]=[C:17]([C:10]3[N:9]=[C:8]([NH:29][C:30]4[CH:31]=[C:32]5[C:36](=[CH:37][CH:38]=4)[NH:35][N:34]=[CH:33]5)[C:7]4[C:12](=[CH:13][C:14]([O:15][CH3:16])=[C:5]([O:4][CH2:3][CH2:2][N:46]5[CH2:50][CH2:49][CH2:48][CH2:47]5)[CH:6]=4)[N:11]=3)[CH:22]=[CH:21][CH:20]=2)[CH:24]=[CH:25][CH:26]=[CH:27][CH:28]=1, predict the reactants needed to synthesize it. The reactants are: Cl[CH2:2][CH2:3][O:4][C:5]1[CH:6]=[C:7]2[C:12](=[CH:13][C:14]=1[O:15][CH3:16])[N:11]=[C:10]([C:17]1[CH:22]=[CH:21][CH:20]=[C:19]([C:23]3[CH:28]=[CH:27][CH:26]=[CH:25][CH:24]=3)[CH:18]=1)[N:9]=[C:8]2[NH:29][C:30]1[CH:31]=[C:32]2[C:36](=[CH:37][CH:38]=1)[N:35](C(OC(C)(C)C)=O)[N:34]=[CH:33]2.[NH:46]1[CH2:50][CH2:49][CH2:48][CH2:47]1. (3) Given the product [CH3:12][N:13]([CH3:22])[C:14]1[CH:21]=[CH:20][C:17]([CH:18]=[C:5]2[C:4]3[C:8](=[CH:9][CH:10]=[C:2]([F:1])[CH:3]=3)[NH:7][C:6]2=[O:11])=[CH:16][CH:15]=1, predict the reactants needed to synthesize it. The reactants are: [F:1][C:2]1[CH:3]=[C:4]2[C:8](=[CH:9][CH:10]=1)[NH:7][C:6](=[O:11])[CH2:5]2.[CH3:12][N:13]([CH3:22])[C:14]1[CH:21]=[CH:20][C:17]([CH:18]=O)=[CH:16][CH:15]=1.N1CCCCC1. (4) Given the product [ClH:36].[C@@H:15]1([C:24]([O:26][CH3:38])=[O:25])[CH2:16][C@H:17]2[C@@H:12]([CH2:11][C:10]3[C:23]4[C:22](=[CH:21][CH:20]=[CH:19][C:18]2=4)[NH:8][CH:9]=3)[NH:13][CH2:14]1, predict the reactants needed to synthesize it. The reactants are: C(OC([N:8]1[C:22]2[C:23]3[C:10]([CH2:11][C@@H:12]4[C@@H:17]([C:18]=3[CH:19]=[CH:20][CH:21]=2)[CH2:16][C@@H:15]([C:24]([OH:26])=[O:25])[CH2:14][N:13]4C(OC(C)(C)C)=O)=[CH:9]1)=O)(C)(C)C.S(Cl)([Cl:36])=O.[C:38](OC)(C)(C)C. (5) Given the product [Si:11]([O:28][CH2:29][C@H:30]([OH:35])[CH2:31][N:32]1[CH:39]=[CH:38][N:37]=[C:33]1[CH2:34][OH:36])([C:24]([CH3:26])([CH3:27])[CH3:25])([C:12]1[CH:13]=[CH:14][CH:15]=[CH:16][CH:17]=1)[C:18]1[CH:23]=[CH:22][CH:21]=[CH:20][CH:19]=1, predict the reactants needed to synthesize it. The reactants are: [H-].C([Al+]CC(C)C)C(C)C.[Si:11]([O:28][CH2:29][C@@H:30]1[O:35][C:34](=[O:36])[C:33]2=[N:37][CH:38]=[CH:39][N:32]2[CH2:31]1)([C:24]([CH3:27])([CH3:26])[CH3:25])([C:18]1[CH:23]=[CH:22][CH:21]=[CH:20][CH:19]=1)[C:12]1[CH:17]=[CH:16][CH:15]=[CH:14][CH:13]=1.[BH4-].[Na+].C(C(C(C([O-])=O)O)O)([O-])=O.[K+].[Na+]. (6) The reactants are: [C:1]1([N:7]([C:14]2[CH:21]=[CH:20][C:17]([CH2:18][OH:19])=[CH:16][CH:15]=2)[C:8]2[CH:13]=[CH:12][CH:11]=[CH:10][CH:9]=2)[CH:6]=[CH:5][CH:4]=[CH:3][CH:2]=1.N1C=CC=CC=1.[C:28](OC(=O)C)(=[O:30])[CH3:29]. Given the product [C:28]([O:19][CH2:18][C:17]1[CH:20]=[CH:21][C:14]([N:7]([C:1]2[CH:6]=[CH:5][CH:4]=[CH:3][CH:2]=2)[C:8]2[CH:13]=[CH:12][CH:11]=[CH:10][CH:9]=2)=[CH:15][CH:16]=1)(=[O:30])[CH3:29], predict the reactants needed to synthesize it. (7) The reactants are: CC(OC(/N=N/C(OC(C)C)=O)=O)C.[OH:15][CH2:16][C@@H:17]1[O:21][C:20](=[O:22])[N:19]([C:23]2[CH:28]=[CH:27][C:26]([C:29]3[CH2:30][CH2:31][O:32][CH2:33][CH:34]=3)=[C:25]([F:35])[CH:24]=2)[CH2:18]1.O[C:37]1[CH:41]=[CH:40][O:39][N:38]=1.C1(P(C2C=CC=CC=2)C2C=CC=CC=2)C=CC=CC=1. Given the product [O:39]1[CH:40]=[CH:41][C:37]([O:15][CH2:16][C@@H:17]2[O:21][C:20](=[O:22])[N:19]([C:23]3[CH:28]=[CH:27][C:26]([C:29]4[CH2:30][CH2:31][O:32][CH2:33][CH:34]=4)=[C:25]([F:35])[CH:24]=3)[CH2:18]2)=[N:38]1, predict the reactants needed to synthesize it. (8) Given the product [CH3:14][C:12]1([CH3:15])[CH2:11][O:10][C:9]([C:3]2[CH:4]=[CH:5][C:6]([F:8])=[CH:7][C:2]=2[C:19](=[O:31])[CH2:20][CH2:21][N:22]([CH3:30])[C:23](=[O:29])[O:24][C:25]([CH3:26])([CH3:27])[CH3:28])=[N:13]1, predict the reactants needed to synthesize it. The reactants are: Br[C:2]1[CH:7]=[C:6]([F:8])[CH:5]=[CH:4][C:3]=1[C:9]1[O:10][CH2:11][C:12]([CH3:15])([CH3:14])[N:13]=1.CON(C)[C:19](=[O:31])[CH2:20][CH2:21][N:22]([CH3:30])[C:23](=[O:29])[O:24][C:25]([CH3:28])([CH3:27])[CH3:26].Cl.